This data is from Reaction yield outcomes from USPTO patents with 853,638 reactions. The task is: Predict the reaction yield, written as a fraction of the theoretical maximum amount of product (1.0 means a 100% yield; for example, 0.34 means a 34% yield). (1) The reactants are [CH2:1]([N:8]1[C:16]2[C:11](=[CH:12][C:13]([C:17]([OH:26])([C:22]([F:25])([F:24])[F:23])[C:18]([F:21])([F:20])[F:19])=[CH:14][CH:15]=2)[CH:10]=[C:9]1[CH3:27])[C:2]1[CH:7]=[CH:6][CH:5]=[CH:4][CH:3]=1.[O-]S(C(F)(F)[F:33])(=O)=O.F[N+]1C=CC=CC=1.[NH4+].[Cl-].CCOCC. The catalyst is ClC(Cl)C. The product is [CH2:1]([N:8]1[C:16]2[C:11](=[CH:12][C:13]([C:17]([OH:26])([C:18]([F:19])([F:20])[F:21])[C:22]([F:25])([F:23])[F:24])=[CH:14][CH:15]=2)[C:10]([F:33])=[C:9]1[CH3:27])[C:2]1[CH:3]=[CH:4][CH:5]=[CH:6][CH:7]=1. The yield is 0.110. (2) The reactants are FC(F)(F)C(O)=O.[Cl:8][C:9]1[CH:14]=[C:13]2[NH:15][C:16](=[O:38])[C@:17]3([C@@H:21]([C:22]4[CH:27]=[CH:26][CH:25]=[C:24]([Cl:28])[C:23]=4[F:29])[C@H:20]([C:30](O)=[O:31])[NH:19][C@H:18]3[CH2:33][C:34]([CH3:37])([CH3:36])[CH3:35])[C:12]2=[CH:11][CH:10]=1.C(N(C(C)C)CC)(C)C.C1(P(Cl)(C2C=CC=CC=2)=O)C=CC=CC=1.[CH3:63][S:64]([CH2:67][CH2:68][CH2:69][O:70][C:71]1[CH:76]=[CH:75][C:74]([NH2:77])=[C:73]([O:78][CH3:79])[CH:72]=1)(=[O:66])=[O:65]. No catalyst specified. The product is [CH3:63][S:64]([CH2:67][CH2:68][CH2:69][O:70][C:71]1[CH:76]=[CH:75][C:74]([NH:77][C:30]([C@@H:20]2[NH:19][C@@H:18]([CH2:33][C:34]([CH3:37])([CH3:35])[CH3:36])[C@:17]3([C:12]4[C:11](=[CH:10][C:9]([Cl:8])=[CH:14][CH:13]=4)[NH:15][C:16]3=[O:38])[C@H:21]2[C:22]2[CH:27]=[CH:26][CH:25]=[C:24]([Cl:28])[C:23]=2[F:29])=[O:31])=[C:73]([O:78][CH3:79])[CH:72]=1)(=[O:65])=[O:66]. The yield is 0.510.